From a dataset of Forward reaction prediction with 1.9M reactions from USPTO patents (1976-2016). Predict the product of the given reaction. (1) Given the reactants [CH3:1][O:2][C:3](=[O:12])[C:4]1[CH:9]=[C:8](I)[CH:7]=[C:6](Br)[CH:5]=1.[NH:13]1[CH2:17][CH2:16][CH2:15][C:14]1=[O:18].[C:19]([O-:22])([O-])=O.[Cs+].[Cs+], predict the reaction product. The product is: [CH3:1][O:2][C:3](=[O:12])[C:4]1[CH:9]=[C:8]([N:13]2[CH2:17][CH2:16][CH2:15][C:14]2=[O:18])[CH:7]=[C:6]([N:13]2[CH2:14][CH2:15][CH2:16][C:19]2=[O:22])[CH:5]=1. (2) Given the reactants [Cl:1][CH2:2][C:3]([NH:5][OH:6])=[NH:4].[CH3:7][S:8]([C:11]1[CH:29]=[CH:28][C:14]([O:15][CH2:16][CH2:17][C@H:18]([CH:20]2[CH2:25][CH2:24][N:23]([C:26]#N)[CH2:22][CH2:21]2)[CH3:19])=[CH:13][CH:12]=1)(=[O:10])=[O:9], predict the reaction product. The product is: [Cl:1][CH2:2][C:3]1[N:4]=[C:26]([N:23]2[CH2:22][CH2:21][CH:20]([C@H:18]([CH3:19])[CH2:17][CH2:16][O:15][C:14]3[CH:13]=[CH:12][C:11]([S:8]([CH3:7])(=[O:9])=[O:10])=[CH:29][CH:28]=3)[CH2:25][CH2:24]2)[O:6][N:5]=1. (3) Given the reactants [C:1]([O:5][C:6](=[O:23])[NH:7][C:8]1[CH:13]=[CH:12][C:11]([C:14]2[CH:19]=[C:18]([F:20])[CH:17]=[CH:16][C:15]=2[F:21])=[CH:10][C:9]=1[NH2:22])([CH3:4])([CH3:3])[CH3:2].C([O:26][C:27](=O)[CH2:28][C:29](=[O:41])[C:30]1[CH:35]=[CH:34][CH:33]=[C:32]([N:36]2[CH:40]=[CH:39][N:38]=[N:37]2)[CH:31]=1)C, predict the reaction product. The product is: [C:1]([O:5][C:6](=[O:23])[NH:7][C:8]1[CH:13]=[CH:12][C:11]([C:14]2[CH:19]=[C:18]([F:20])[CH:17]=[CH:16][C:15]=2[F:21])=[CH:10][C:9]=1[NH:22][C:27](=[O:26])[CH2:28][C:29](=[O:41])[C:30]1[CH:35]=[CH:34][CH:33]=[C:32]([N:36]2[CH:40]=[CH:39][N:38]=[N:37]2)[CH:31]=1)([CH3:4])([CH3:2])[CH3:3]. (4) The product is: [CH2:1]([O:3][C:4](=[O:29])[CH2:5][C:6]1[CH:11]=[CH:10][C:9]([O:12][CH3:13])=[C:8]([O:14][C:15]2[CH:20]=[CH:19][C:18]([N:30]3[CH2:35][CH2:34][O:33][CH2:32][CH2:31]3)=[CH:17][C:16]=2[CH2:22][N:23]2[CH2:27][CH2:26][O:25][C:24]2=[O:28])[CH:7]=1)[CH3:2]. Given the reactants [CH2:1]([O:3][C:4](=[O:29])[CH2:5][C:6]1[CH:11]=[CH:10][C:9]([O:12][CH3:13])=[C:8]([O:14][C:15]2[CH:20]=[CH:19][C:18](Br)=[CH:17][C:16]=2[CH2:22][N:23]2[CH2:27][CH2:26][O:25][C:24]2=[O:28])[CH:7]=1)[CH3:2].[NH:30]1[CH2:35][CH2:34][O:33][CH2:32][CH2:31]1.C1C=CC(P(C2C(C3C(P(C4C=CC=CC=4)C4C=CC=CC=4)=CC=C4C=3C=CC=C4)=C3C(C=CC=C3)=CC=2)C2C=CC=CC=2)=CC=1.CC(C)([O-])C.[Na+], predict the reaction product.